This data is from Full USPTO retrosynthesis dataset with 1.9M reactions from patents (1976-2016). The task is: Predict the reactants needed to synthesize the given product. Given the product [C:14]([O:18][C:19](=[O:48])[NH:20][C@@H:21]([CH2:22][N:23]1[CH2:28][C:27](=[O:29])[N:26]([C:30]2[CH:35]=[CH:34][CH:33]=[CH:32][C:31]=2[Cl:36])[CH2:25][C:24]1([CH3:38])[CH3:37])[C@@H:39]([OH:40])[CH2:43][C@H:42]([C:41](=[O:47])[NH:4][CH2:3][C@@H:2]([CH3:1])[CH2:5][CH3:6])[CH:44]([CH3:46])[CH3:45])([CH3:15])([CH3:17])[CH3:16], predict the reactants needed to synthesize it. The reactants are: [CH3:1][C@@H:2]([CH2:5][CH3:6])[CH2:3][NH2:4].OC1C=CC=CN=1.[C:14]([O:18][C:19](=[O:48])[NH:20][C@H:21]([C@@H:39]1[CH2:43][C@@H:42]([CH:44]([CH3:46])[CH3:45])[C:41](=[O:47])[O:40]1)[CH2:22][N:23]1[CH2:28][C:27](=[O:29])[N:26]([C:30]2[CH:35]=[CH:34][CH:33]=[CH:32][C:31]=2[Cl:36])[CH2:25][C:24]1([CH3:38])[CH3:37])([CH3:17])([CH3:16])[CH3:15].